From a dataset of Reaction yield outcomes from USPTO patents with 853,638 reactions. Predict the reaction yield, written as a fraction of the theoretical maximum amount of product (1.0 means a 100% yield; for example, 0.34 means a 34% yield). (1) The reactants are N[C:2]1[NH:3][C:4](=[O:18])[C:5]2[N:6]([CH2:11][C:12]3[CH:17]=[CH:16][CH:15]=[CH:14][CH:13]=3)[CH:7]=[N:8][C:9]=2[N:10]=1.C(=O)([O-])[O-:20].[K+].[K+].[CH3:25][Si:26]([CH3:33])([CH3:32])[CH2:27][CH2:28][O:29][CH2:30]Cl. The catalyst is CN(C=O)C.O. The product is [CH2:11]([N:6]1[C:5]2[C:4](=[O:18])[NH:3][C:2](=[O:20])[N:10]([CH2:30][O:29][CH2:28][CH2:27][Si:26]([CH3:33])([CH3:32])[CH3:25])[C:9]=2[N:8]=[CH:7]1)[C:12]1[CH:13]=[CH:14][CH:15]=[CH:16][CH:17]=1. The yield is 1.00. (2) The reactants are [CH:1]1[C:13]2[CH:12]([CH2:14][O:15][C:16]([N:18]([CH3:26])[C@H:19]([C:23](O)=[O:24])[CH:20]([CH3:22])[CH3:21])=[O:17])[C:11]3[C:6](=[CH:7][CH:8]=[CH:9][CH:10]=3)[C:5]=2[CH:4]=[CH:3][CH:2]=1.[CH3:27][O:28][C@@H:29]([C@@H:38]([N:43]([CH3:51])[C:44](=[O:50])[C@H:45]([CH:47]([CH3:49])[CH3:48])[NH2:46])[C@@H:39]([CH3:42])[CH2:40][CH3:41])[CH2:30][C:31]([O:33][C:34]([CH3:37])([CH3:36])[CH3:35])=[O:32].ClC1N=C(OC)N=C(OC)N=1.CN1CCOCC1. The catalyst is CC1CCCO1. The product is [CH:10]1[C:11]2[CH:12]([CH2:14][O:15][C:16]([N:18]([CH3:26])[C@H:19]([C:23]([NH:46][C@H:45]([C:44]([N:43]([C@@H:38]([C@@H:39]([CH3:42])[CH2:40][CH3:41])[C@H:29]([O:28][CH3:27])[CH2:30][C:31]([O:33][C:34]([CH3:37])([CH3:35])[CH3:36])=[O:32])[CH3:51])=[O:50])[CH:47]([CH3:49])[CH3:48])=[O:24])[CH:20]([CH3:21])[CH3:22])=[O:17])[C:13]3[C:5](=[CH:4][CH:3]=[CH:2][CH:1]=3)[C:6]=2[CH:7]=[CH:8][CH:9]=1. The yield is 0.970. (3) The reactants are [F-].C([N+](CCCC)(CCCC)CCCC)CCC.[Si]([O:26][CH2:27][C:28]1[CH:33]=[CH:32][C:31]([C:34]2[O:35][C:36]([C:39]3[CH:44]=[CH:43][C:42]([CH2:45][CH:46]([CH3:48])[CH3:47])=[CH:41][CH:40]=3)=[N:37][N:38]=2)=[CH:30][CH:29]=1)(C(C)(C)C)(C)C.C1COCC1. The catalyst is C(OCC)(=O)C. The product is [CH2:45]([C:42]1[CH:41]=[CH:40][C:39]([C:36]2[O:35][C:34]([C:31]3[CH:30]=[CH:29][C:28]([CH2:27][OH:26])=[CH:33][CH:32]=3)=[N:38][N:37]=2)=[CH:44][CH:43]=1)[CH:46]([CH3:48])[CH3:47]. The yield is 0.880. (4) The reactants are [CH2:1]([Mg]Cl)[CH:2]=[CH2:3].F[C:7](F)(F)[C:8]1[CH:14]=[CH:13][C:11]([NH2:12])=[CH:10][CH:9]=1. The catalyst is C1COCC1. The product is [CH2:1]([C:7]([C:8]1[CH:14]=[CH:13][C:11]([NH2:12])=[CH:10][CH:9]=1)([CH2:13][CH:11]=[CH2:10])[CH2:9][CH:8]=[CH2:7])[CH:2]=[CH2:3]. The yield is 0.870. (5) The reactants are Cl.[CH:2]1([C:5]2[N:6]=[CH:7][C:8]([O:11][C@H:12]3[CH2:22][N:15]4[C:16](=[O:21])[CH2:17][CH2:18][NH:19][CH2:20][C@H:14]4[CH2:13]3)=[N:9][CH:10]=2)[CH2:4][CH2:3]1.[F:23][C:24]([F:35])([F:34])[O:25][C:26]1[CH:33]=[CH:32][C:29]([CH:30]=O)=[CH:28][CH:27]=1.C(N(CC)CC)C.C(O[BH-](OC(=O)C)OC(=O)C)(=O)C.[Na+]. The catalyst is ClCCl. The product is [CH:2]1([C:5]2[N:6]=[CH:7][C:8]([O:11][C@H:12]3[CH2:22][N:15]4[C:16](=[O:21])[CH2:17][CH2:18][N:19]([CH2:30][C:29]5[CH:32]=[CH:33][C:26]([O:25][C:24]([F:23])([F:34])[F:35])=[CH:27][CH:28]=5)[CH2:20][C@H:14]4[CH2:13]3)=[N:9][CH:10]=2)[CH2:4][CH2:3]1. The yield is 0.500.